Task: Predict the reaction yield, written as a fraction of the theoretical maximum amount of product (1.0 means a 100% yield; for example, 0.34 means a 34% yield).. Dataset: Reaction yield outcomes from USPTO patents with 853,638 reactions (1) The reactants are [Cl:1][C:2]1[CH:11]=[C:10](Cl)[C:9]2[C:4](=[CH:5][CH:6]=[CH:7][CH:8]=2)[N:3]=1.C[OH:14]. The catalyst is C(O)CCC.C(Cl)(Cl)Cl. The product is [Cl:1][C:2]1[CH:11]=[C:10]([OH:14])[C:9]2[C:4](=[CH:5][CH:6]=[CH:7][CH:8]=2)[N:3]=1. The yield is 0.540. (2) The reactants are Br[CH2:2][C:3]1[C:4]([F:9])=[N:5][CH:6]=[CH:7][CH:8]=1.[CH3:10][C:11]1[N:16]=[C:15]([SH:17])[N:14]=[C:13]([OH:18])[CH:12]=1.C(N(CC)CC)C. The catalyst is C(O)C. The product is [F:9][C:4]1[C:3]([CH2:2][S:17][C:15]2[N:14]=[C:13]([OH:18])[CH:12]=[C:11]([CH3:10])[N:16]=2)=[CH:8][CH:7]=[CH:6][N:5]=1. The yield is 0.720. (3) The reactants are [OH:1][C@@H:2]1[CH2:6][CH2:5][N:4]([C:7]2[CH:12]=[CH:11][C:10]([S:13]([NH:16][C:17]3[S:18][CH:19]=[CH:20][N:21]=3)(=[O:15])=[O:14])=[CH:9][CH:8]=2)[C:3]1=[O:22].[CH:23](N(CC)C(C)C)([CH3:25])[CH3:24].C(Br)C=C. The catalyst is C(Cl)Cl. The product is [CH2:25]([N:16]([C:17]1[S:18][CH:19]=[CH:20][N:21]=1)[S:13]([C:10]1[CH:11]=[CH:12][C:7]([N:4]2[CH2:5][CH2:6][C@@H:2]([OH:1])[C:3]2=[O:22])=[CH:8][CH:9]=1)(=[O:14])=[O:15])[CH:23]=[CH2:24]. The yield is 0.960. (4) The reactants are CCN(C(C)C)C(C)C.C1C=CC2N(O)N=NC=2C=1.CCN=C=NCCCN(C)C.[C:31]1([C:37]2[O:41][N:40]=[C:39]([C:42]([NH:44][CH2:45][C:46]([OH:48])=O)=[O:43])[CH:38]=2)[CH:36]=[CH:35][CH:34]=[CH:33][CH:32]=1.Cl.[F:50][C:51]1[CH:62]=[CH:61][C:60]([F:63])=[CH:59][C:52]=1[O:53][CH:54]1[CH2:58][CH2:57][NH:56][CH2:55]1.Cl.ClC1C=CC=CC=1OC1CCNCC1. The catalyst is CN(C=O)C. The product is [F:50][C:51]1[CH:62]=[CH:61][C:60]([F:63])=[CH:59][C:52]=1[O:53][CH:54]1[CH2:58][CH2:57][N:56]([C:46](=[O:48])[CH2:45][NH:44][C:42]([C:39]2[CH:38]=[C:37]([C:31]3[CH:32]=[CH:33][CH:34]=[CH:35][CH:36]=3)[O:41][N:40]=2)=[O:43])[CH2:55]1. The yield is 0.354. (5) The reactants are [Cl:1][C:2]1[CH:3]=[C:4]([O:13][CH:14]2[CH2:19][CH2:18][N:17]([C:20]3[CH:25]=[CH:24][N:23]=[CH:22][N:21]=3)[CH2:16][CH2:15]2)[C:5]([CH3:12])=[C:6]([CH:11]=1)[C:7]([O:9]C)=[O:8].[OH-].[Na+].Cl. The catalyst is CO. The product is [Cl:1][C:2]1[CH:3]=[C:4]([O:13][CH:14]2[CH2:15][CH2:16][N:17]([C:20]3[CH:25]=[CH:24][N:23]=[CH:22][N:21]=3)[CH2:18][CH2:19]2)[C:5]([CH3:12])=[C:6]([CH:11]=1)[C:7]([OH:9])=[O:8]. The yield is 0.534.